From a dataset of Reaction yield outcomes from USPTO patents with 853,638 reactions. Predict the reaction yield, written as a fraction of the theoretical maximum amount of product (1.0 means a 100% yield; for example, 0.34 means a 34% yield). (1) The reactants are [CH3:1][C:2]1([CH3:11])[O:6][C@@H:5]([CH:7]=O)[C:4]([CH3:10])([CH3:9])[O:3]1.[OH2:12].Cl.[NH2:14]O.C([O-])([O-])=O.[Na+].[Na+]. The catalyst is CO. The product is [CH3:1][C:2]1([CH3:11])[O:6][C@@H:5]([CH:7]=[N:14][OH:12])[C:4]([CH3:10])([CH3:9])[O:3]1. The yield is 0.740. (2) The reactants are [CH2:1]([N:5]1[C:13]2[N:12]=[CH:11][NH:10][C:9]=2[C:8](=[O:14])[N:7]2[CH:15]=[N:16][N:17]=[C:6]12)[CH2:2][CH2:3][CH3:4].[Br:18]N1C(=O)CCC1=O. The catalyst is C1COCC1. The product is [Br:18][C:11]1[NH:10][C:9]2[C:8](=[O:14])[N:7]3[CH:15]=[N:16][N:17]=[C:6]3[N:5]([CH2:1][CH2:2][CH2:3][CH3:4])[C:13]=2[N:12]=1. The yield is 0.0600. (3) The reactants are [Br:1][C:2]1[CH:3]=[C:4]2[C:8](=[CH:9][CH:10]=1)[NH:7][N:6]=[CH:5]2.Br[CH2:12][CH2:13][CH2:14][Cl:15].C([O-])([O-])=O.[K+].[K+]. The catalyst is CS(C)=O.C(Cl)Cl. The product is [Br:1][C:2]1[CH:3]=[C:4]2[C:8](=[CH:9][CH:10]=1)[N:7]([CH2:12][CH2:13][CH2:14][Cl:15])[N:6]=[CH:5]2. The yield is 0.510. (4) The reactants are [CH3:1][O:2][C:3]([C:5]1[C:14]2[C:9](=[CH:10][CH:11]=[CH:12][CH:13]=2)[C:8](=[O:15])[NH:7][CH:6]=1)=[O:4].C(=O)([O-])[O-].[K+].[K+].CN(C=O)C.[CH:27]1(I)[CH2:31][CH2:30][CH2:29][CH2:28]1. The catalyst is O. The product is [CH:27]1([N:7]2[CH:6]=[C:5]([C:3]([O:2][CH3:1])=[O:4])[C:14]3[C:9](=[CH:10][CH:11]=[CH:12][CH:13]=3)[C:8]2=[O:15])[CH2:31][CH2:30][CH2:29][CH2:28]1. The yield is 0.230.